Dataset: Full USPTO retrosynthesis dataset with 1.9M reactions from patents (1976-2016). Task: Predict the reactants needed to synthesize the given product. Given the product [Cl:8][C:6]1[CH:5]=[C:4]([C:9]2([C:24]([F:26])([F:25])[F:27])[O:13][N:12]=[C:11]([C:14]3[N:19]=[C:18]([CH3:20])[C:17]([C:21]([NH:31][CH2:30][C:29]([F:33])([F:32])[F:28])=[O:22])=[CH:16][N:15]=3)[CH2:10]2)[CH:3]=[C:2]([Cl:1])[CH:7]=1, predict the reactants needed to synthesize it. The reactants are: [Cl:1][C:2]1[CH:3]=[C:4]([C:9]2([C:24]([F:27])([F:26])[F:25])[O:13][N:12]=[C:11]([C:14]3[N:19]=[C:18]([CH3:20])[C:17]([C:21](Cl)=[O:22])=[CH:16][N:15]=3)[CH2:10]2)[CH:5]=[C:6]([Cl:8])[CH:7]=1.[F:28][C:29]([F:33])([F:32])[CH2:30][NH2:31].C(N(CC)CC)C.